From a dataset of Peptide-MHC class I binding affinity with 185,985 pairs from IEDB/IMGT. Regression. Given a peptide amino acid sequence and an MHC pseudo amino acid sequence, predict their binding affinity value. This is MHC class I binding data. (1) The peptide sequence is NMYSEICYS. The MHC is HLA-B51:01 with pseudo-sequence HLA-B51:01. The binding affinity (normalized) is 0.0847. (2) The peptide sequence is VEITPIGLAPT. The MHC is Mamu-B01 with pseudo-sequence Mamu-B01. The binding affinity (normalized) is 0.